Dataset: Forward reaction prediction with 1.9M reactions from USPTO patents (1976-2016). Task: Predict the product of the given reaction. Given the reactants Br[CH2:2][C:3]1[S:4][C:5]([C:12]([O:14][CH2:15][CH3:16])=[O:13])=[C:6]([O:8][CH:9]([CH3:11])[CH3:10])[N:7]=1.[C:17]([O-:20])(=[O:19])[CH3:18].[K+].[Cl-].[NH4+], predict the reaction product. The product is: [C:17]([O:20][CH2:2][C:3]1[S:4][C:5]([C:12]([O:14][CH2:15][CH3:16])=[O:13])=[C:6]([O:8][CH:9]([CH3:11])[CH3:10])[N:7]=1)(=[O:19])[CH3:18].